Dataset: Full USPTO retrosynthesis dataset with 1.9M reactions from patents (1976-2016). Task: Predict the reactants needed to synthesize the given product. Given the product [CH3:4][C:5]1[N:6]=[N:7][CH:8]=[CH:9][C:10]=1[C:11]1[S:15][C:14]([C:16]([OH:18])=[O:17])=[CH:13][CH:12]=1, predict the reactants needed to synthesize it. The reactants are: O[Li].O.[CH3:4][C:5]1[N:6]=[N:7][CH:8]=[CH:9][C:10]=1[C:11]1[S:15][C:14]([C:16]([O:18]C)=[O:17])=[CH:13][CH:12]=1.